The task is: Predict the reactants needed to synthesize the given product.. This data is from Full USPTO retrosynthesis dataset with 1.9M reactions from patents (1976-2016). (1) Given the product [CH2:13]([C:16]1[C:37]2[C:20](=[CH:21][C:22]3[C:35]([CH:36]=2)=[C:34]([CH2:38][CH2:39][CH3:40])[C:33]2[C:24](=[CH:25][C:26]4[C:31]([CH:32]=2)=[C:30]([CH2:41][CH2:42][CH3:43])[C:29]([CH2:44][CH2:45][CH3:46])=[C:28]([CH2:47][CH2:48][CH3:49])[C:27]=4[CH2:50][CH2:51][CH3:52])[C:23]=3[CH2:53][CH2:54][CH3:55])[C:19]([CH2:56][CH2:57][CH3:58])=[C:18]([C:59]([O:61][CH3:62])=[O:60])[C:17]=1[C:63]([O:65][CH3:66])=[O:64])[CH2:14][CH3:15], predict the reactants needed to synthesize it. The reactants are: C1(Cl)C(=O)C(Cl)=C(Cl)C(=O)C=1Cl.[CH2:13]([C:16]1[C:37]2[CH2:36][C:35]3[C:22](=[C:23]([CH2:53][CH2:54][CH3:55])[C:24]4[C:33]([C:34]=3[CH2:38][CH2:39][CH3:40])=[CH:32][C:31]3[C:26](=[C:27]([CH2:50][CH2:51][CH3:52])[C:28]([CH2:47][CH2:48][CH3:49])=[C:29]([CH2:44][CH2:45][CH3:46])[C:30]=3[CH2:41][CH2:42][CH3:43])[CH:25]=4)[CH2:21][C:20]=2[C:19]([CH2:56][CH2:57][CH3:58])=[C:18]([C:59]([O:61][CH3:62])=[O:60])[C:17]=1[C:63]([O:65][CH3:66])=[O:64])[CH2:14][CH3:15]. (2) Given the product [CH2:20]([NH:22][C:15](=[O:17])[CH:14]([C:11]1[CH:10]=[CH:9][C:8]([Br:7])=[CH:13][CH:12]=1)[CH3:18])[CH3:21], predict the reactants needed to synthesize it. The reactants are: C(Cl)(=O)C(Cl)=O.[Br:7][C:8]1[CH:13]=[CH:12][C:11]([CH:14]([CH3:18])[C:15]([OH:17])=O)=[CH:10][CH:9]=1.Cl.[CH2:20]([NH2:22])[CH3:21].O. (3) Given the product [C:1]([O:5][C:6]([N:8]1[C:12]2=[CH:13][N:14]([CH2:19][C:20]3[CH:25]=[CH:24][CH:23]=[CH:22][CH:21]=3)[C:15](=[O:17])[CH:16]=[C:11]2[CH2:10][CH2:9]1)=[O:7])([CH3:2])([CH3:3])[CH3:4], predict the reactants needed to synthesize it. The reactants are: [C:1]([O:5][C:6]([N:8]1[C:12]2=[CH:13][N:14]=[C:15]([O:17]C)[CH:16]=[C:11]2[CH2:10][CH2:9]1)=[O:7])([CH3:4])([CH3:3])[CH3:2].[CH2:19](Br)[C:20]1[CH:25]=[CH:24][CH:23]=[CH:22][CH:21]=1.[I-].[Na+].S([O-])([O-])(=O)=S.[Na+].[Na+].